Regression. Given two drug SMILES strings and cell line genomic features, predict the synergy score measuring deviation from expected non-interaction effect. From a dataset of NCI-60 drug combinations with 297,098 pairs across 59 cell lines. (1) Drug 1: CC1=C(C=C(C=C1)C(=O)NC2=CC(=CC(=C2)C(F)(F)F)N3C=C(N=C3)C)NC4=NC=CC(=N4)C5=CN=CC=C5. Drug 2: C1CN1C2=NC(=NC(=N2)N3CC3)N4CC4. Cell line: EKVX. Synergy scores: CSS=11.5, Synergy_ZIP=-1.58, Synergy_Bliss=5.43, Synergy_Loewe=2.11, Synergy_HSA=3.72. (2) Drug 1: CS(=O)(=O)CCNCC1=CC=C(O1)C2=CC3=C(C=C2)N=CN=C3NC4=CC(=C(C=C4)OCC5=CC(=CC=C5)F)Cl. Drug 2: COC1=C2C(=CC3=C1OC=C3)C=CC(=O)O2. Synergy scores: CSS=-2.77, Synergy_ZIP=1.12, Synergy_Bliss=-0.633, Synergy_Loewe=-2.28, Synergy_HSA=-2.78. Cell line: UACC-257.